From a dataset of Reaction yield outcomes from USPTO patents with 853,638 reactions. Predict the reaction yield, written as a fraction of the theoretical maximum amount of product (1.0 means a 100% yield; for example, 0.34 means a 34% yield). (1) The reactants are [Cl:1][C:2]1[CH:3]=[C:4]([C:11]([CH3:32])([CH3:31])[CH2:12][C:13]([OH:30])([C:26]([F:29])([F:28])[F:27])[CH2:14][C:15]2[NH:23][C:22]3[C:17](=[N:18][C:19]([C:24]#[N:25])=[CH:20][CH:21]=3)[CH:16]=2)[C:5]2[O:9][CH2:8][CH2:7][C:6]=2[CH:10]=1.B.CSC.Cl. The catalyst is C1COCC1.C(OCC)(=O)C. The yield is 0.490. The product is [NH2:25][CH2:24][C:19]1[N:18]=[C:17]2[CH:16]=[C:15]([CH2:14][C:13]([OH:30])([CH2:12][C:11]([C:4]3[C:5]4[O:9][CH2:8][CH2:7][C:6]=4[CH:10]=[C:2]([Cl:1])[CH:3]=3)([CH3:32])[CH3:31])[C:26]([F:29])([F:27])[F:28])[NH:23][C:22]2=[CH:21][CH:20]=1. (2) The reactants are [H-].[Na+].[CH2:3]([OH:15])[CH2:4][O:5][CH2:6][CH2:7][O:8][CH2:9][CH2:10][O:11][CH2:12][CH2:13]O.S([O-])(=O)(=O)C.[CH2:21]([O:28][CH2:29][CH2:30][O:31][CH2:32][CH2:33][O:34][CH2:35][CH2:36][O:37][CH2:38][CH2:39][OH:40])[C:22]1[CH:27]=[CH:26][CH:25]=[CH:24][CH:23]=1. The catalyst is O1CCCC1. The product is [CH2:21]([O:28][CH2:29][CH2:30][O:31][CH2:32][CH2:33][O:34][CH2:35][CH2:36][O:37][CH2:38][CH2:39][O:40][CH2:13][CH2:12][O:11][CH2:10][CH2:9][O:8][CH2:7][CH2:6][O:5][CH2:4][CH2:3][OH:15])[C:22]1[CH:23]=[CH:24][CH:25]=[CH:26][CH:27]=1. The yield is 0.340. (3) The reactants are [N:1]1([C:7]2[CH:15]=[C:14]3[C:10]([CH2:11][C:12](=[O:16])[NH:13]3)=[CH:9][CH:8]=2)[CH2:6][CH2:5][O:4][CH2:3][CH2:2]1.[CH:17]([C:19]1[NH:20][C:21]2[CH2:22][CH2:23][CH2:24][CH2:25][C:26]=2[C:27]=1[CH2:28][CH2:29][C:30]([OH:32])=[O:31])=O.N1CCCCC1. The catalyst is C(O)C. The product is [N:1]1([C:7]2[CH:15]=[C:14]3[C:10]([C:11](=[CH:17][C:19]4[NH:20][C:21]5[CH2:22][CH2:23][CH2:24][CH2:25][C:26]=5[C:27]=4[CH2:28][CH2:29][C:30]([OH:32])=[O:31])[C:12](=[O:16])[NH:13]3)=[CH:9][CH:8]=2)[CH2:6][CH2:5][O:4][CH2:3][CH2:2]1. The yield is 0.340. (4) The reactants are [CH3:1][C:2]1[C:16](=[O:17])[N:15]=[C:14]2[N:4]([C@@H:5]3[O:9][C@H:8]([CH2:10][OH:11])[C@@H:7]([OH:12])[C@@H:6]3[O:13]2)[CH:3]=1.[CH3:18][O:19][CH2:20][CH2:21][O:22]B([O:22][CH2:21][CH2:20][O:19][CH3:18])[O:22][CH2:21][CH2:20][O:19][CH3:18]. The catalyst is COCCO. The product is [CH3:18][O:19][CH2:20][CH2:21][O:22][C@@H:6]1[C@H:7]([OH:12])[C@@H:8]([CH2:10][OH:11])[O:9][C@H:5]1[N:4]1[CH:3]=[C:2]([CH3:1])[C:16](=[O:17])[NH:15][C:14]1=[O:13]. The yield is 0.630. (5) The reactants are Br[CH2:2][C:3]1[CH:4]=[C:5]2[C:10](=[CH:11][CH:12]=1)[N:9]=[CH:8][CH:7]=[CH:6]2.[C-:13]#[N:14].[Na+]. The catalyst is C(O)C. The product is [N:9]1[C:10]2[C:5](=[CH:4][C:3]([CH2:2][C:13]#[N:14])=[CH:12][CH:11]=2)[CH:6]=[CH:7][CH:8]=1. The yield is 0.0800.